Task: Predict the reaction yield, written as a fraction of the theoretical maximum amount of product (1.0 means a 100% yield; for example, 0.34 means a 34% yield).. Dataset: Reaction yield outcomes from USPTO patents with 853,638 reactions (1) The reactants are [OH:1][C:2]1[C:3]([C:15]([O:17]C)=[O:16])=[N:4][N:5]([C:9]2[CH:14]=[CH:13][CH:12]=[CH:11][CH:10]=2)[C:6](=[O:8])[CH:7]=1.Cl. The catalyst is [OH-].[Na+]. The product is [OH:1][C:2]1[C:3]([C:15]([OH:17])=[O:16])=[N:4][N:5]([C:9]2[CH:14]=[CH:13][CH:12]=[CH:11][CH:10]=2)[C:6](=[O:8])[CH:7]=1. The yield is 0.800. (2) The reactants are [ClH:1].O1CCOCC1.[CH3:8][O:9][C:10]1[CH:15]=[CH:14][C:13]([NH:16][C:17]([N:19]2[CH2:24][CH2:23][N:22](C(OC(C)(C)C)=O)[CH2:21][CH:20]2[CH2:32][C:33]2[CH:34]=[N:35][CH:36]=[CH:37][CH:38]=2)=[O:18])=[CH:12][CH:11]=1. No catalyst specified. The product is [ClH:1].[ClH:1].[CH3:8][O:9][C:10]1[CH:11]=[CH:12][C:13]([NH:16][C:17]([N:19]2[CH2:24][CH2:23][NH:22][CH2:21][CH:20]2[CH2:32][C:33]2[CH:34]=[N:35][CH:36]=[CH:37][CH:38]=2)=[O:18])=[CH:14][CH:15]=1. The yield is 0.540. (3) The reactants are [C:1]([O:4][C@@H:5]1[C@@H:10]([O:11][C:12](=[O:14])[CH3:13])[C@H:9]([O:15][C:16](=[O:18])[CH3:17])[C@@H:8]([O:19]/[C:20](/[C:29]([O:31][CH2:32][CH3:33])=[O:30])=[CH:21]\[C:22]2[CH:27]=[CH:26][CH:25]=[CH:24][C:23]=2F)[O:7][C@H:6]1[CH2:34][O:35][C:36](=[O:38])[CH3:37])(=[O:3])[CH3:2].[Br:39]C1C=CC=CC=1CC(=O)C(OCC)=O.[H-].[Na+].[Br-].C(O[C@@H]1[C@@H](OC(=O)C)[C@@H](OC(=O)C)[C@@H](COC(=O)C)O[C@@H]1O)(=O)C. No catalyst specified. The product is [C:1]([O:4][C@H:5]1[C@@H:10]([O:11][C:12](=[O:14])[CH3:13])[C@H:9]([O:15][C:16](=[O:18])[CH3:17])[C@@H:8]([O:19]/[C:20](/[C:29]([O:31][CH2:32][CH3:33])=[O:30])=[CH:21]\[C:22]2[CH:27]=[CH:26][CH:25]=[CH:24][C:23]=2[Br:39])[O:7][C@H:6]1[CH2:34][O:35][C:36](=[O:38])[CH3:37])(=[O:3])[CH3:2]. The yield is 0.240. (4) The reactants are Br[C:2]1[CH:3]=[CH:4][CH:5]=[C:6]2[C:11]=1[N:10]=[C:9]([O:12][CH3:13])[CH:8]=[CH:7]2.C([O:17][B:18](OC(C)C)[O:19]C(C)C)(C)C.C([Li])CCC. The catalyst is C1(C)C=CC=CC=1.O1CCCC1. The product is [CH3:13][O:12][C:9]1[CH:8]=[CH:7][C:6]2[C:11](=[C:2]([B:18]([OH:19])[OH:17])[CH:3]=[CH:4][CH:5]=2)[N:10]=1. The yield is 0.400. (5) The reactants are [C:1]([NH:4][C:5]1[CH:14]=[C:13]([N+:15]([O-])=O)[CH:12]=[CH:11][C:6]=1[C:7]([O:9][CH3:10])=[O:8])(=[O:3])[CH3:2]. The catalyst is CO.[Pd]. The product is [C:1]([NH:4][C:5]1[CH:14]=[C:13]([NH2:15])[CH:12]=[CH:11][C:6]=1[C:7]([O:9][CH3:10])=[O:8])(=[O:3])[CH3:2]. The yield is 0.900. (6) The reactants are [CH3:1]N(C(ON1N=NC2C=CC=CC1=2)=[N+](C)C)C.[B-](F)(F)(F)F.[CH:23]1([C:29]2[C:30]3[CH:31]=[CH:32][C:33]([C:50]([O:52]C)=[O:51])=[CH:34][C:35]=3[N:36]3[CH:42]=[C:41]([C:43](O)=[O:44])[CH2:40][C:39]4[CH:46]=[CH:47][CH:48]=[CH:49][C:38]=4[C:37]=23)[CH2:28][CH2:27][CH2:26][CH2:25][CH2:24]1.[NH:54]1[CH2:59][CH2:58][O:57][CH2:56][CH2:55]1.C(N(CC)C(C)C)(C)C. The catalyst is CN(C=O)C. The product is [CH3:1][C:49]1[C:38]2[C:37]3=[C:29]([CH:23]4[CH2:28][CH2:27][CH2:26][CH2:25][CH2:24]4)[C:30]4[CH:31]=[CH:32][C:33]([C:50]([OH:52])=[O:51])=[CH:34][C:35]=4[N:36]3[CH:42]=[C:41]([C:43]([N:54]3[CH2:59][CH2:58][O:57][CH2:56][CH2:55]3)=[O:44])[CH2:40][C:39]=2[CH:46]=[CH:47][CH:48]=1. The yield is 0.440. (7) The reactants are [CH3:1][C:2]1([CH3:42])[C:10]2=[CH:11][C:12]3[NH:13][C:14]4[C:19]([C:20]=3[CH:21]=[C:9]2[C:8]2[C:3]1=[CH:4][CH:5]=[CH:6][CH:7]=2)=[CH:18][C:17]([C:22]1[CH:23]=[C:24]([C:28]2[CH:33]=[CH:32][CH:31]=[C:30]([C:34]([C:36]3[CH:41]=[CH:40][CH:39]=[CH:38][CH:37]=3)=[O:35])[CH:29]=2)[CH:25]=[CH:26][CH:27]=1)=[CH:16][CH:15]=4.Br[C:44]1[CH:49]=[CH:48][CH:47]=[CH:46][CH:45]=1.C(P(C(C)(C)C)C(C)(C)C)(C)(C)C.CC([O-])(C)C.[Na+]. The catalyst is C1(C)C=CC=CC=1.CC([O-])=O.CC([O-])=O.[Pd+2]. The product is [CH3:1][C:2]1([CH3:42])[C:10]2=[CH:11][C:12]3[N:13]([C:44]4[CH:49]=[CH:48][CH:47]=[CH:46][CH:45]=4)[C:14]4[C:19]([C:20]=3[CH:21]=[C:9]2[C:8]2[C:3]1=[CH:4][CH:5]=[CH:6][CH:7]=2)=[CH:18][C:17]([C:22]1[CH:23]=[C:24]([C:28]2[CH:33]=[CH:32][CH:31]=[C:30]([C:34]([C:36]3[CH:41]=[CH:40][CH:39]=[CH:38][CH:37]=3)=[O:35])[CH:29]=2)[CH:25]=[CH:26][CH:27]=1)=[CH:16][CH:15]=4. The yield is 0.600.